This data is from Catalyst prediction with 721,799 reactions and 888 catalyst types from USPTO. The task is: Predict which catalyst facilitates the given reaction. (1) Reactant: [CH3:1][O:2][C:3]([C:5]1[N:6]([CH2:26][C:27]2[CH:32]=[CH:31][C:30]([C:33]([O:35][C:36]([CH3:39])([CH3:38])[CH3:37])=[O:34])=[CH:29][CH:28]=2)[C:7](=[O:25])[C:8]2[C:13]([C:14]=1[C:15]1[CH:20]=[CH:19][CH:18]=[CH:17][CH:16]=1)=[CH:12][C:11]([C:21]([O:23]C)=[O:22])=[CH:10][CH:9]=2)=[O:4].CO.[OH-].[Na+]. Product: [CH3:1][O:2][C:3]([C:5]1[N:6]([CH2:26][C:27]2[CH:28]=[CH:29][C:30]([C:33]([O:35][C:36]([CH3:39])([CH3:38])[CH3:37])=[O:34])=[CH:31][CH:32]=2)[C:7](=[O:25])[C:8]2[C:13]([C:14]=1[C:15]1[CH:16]=[CH:17][CH:18]=[CH:19][CH:20]=1)=[CH:12][C:11]([C:21]([OH:23])=[O:22])=[CH:10][CH:9]=2)=[O:4]. The catalyst class is: 1. (2) Reactant: [C:1]([C:3]1[C:12]2[C:7](=[CH:8][CH:9]=[C:10]([O:13][C:14]3[CH:19]=[CH:18][CH:17]=[CH:16][CH:15]=3)[CH:11]=2)[C:6]([OH:20])=[C:5]([C:21](OC)=[O:22])[N:4]=1)#[N:2].O.Cl.[NH2:27][C@H:28]1[CH2:32][CH2:31][CH2:30][C@H:29]1[C:33]([OH:35])=[O:34].[NH2:27][C@H:28]1[CH2:32][CH2:31][CH2:30][C@H:29]1[C:33]([OH:35])=[O:34].Cl.C[O-].[Na+]. Product: [C:1]([C:3]1[C:12]2[C:7](=[CH:8][CH:9]=[C:10]([O:13][C:14]3[CH:15]=[CH:16][CH:17]=[CH:18][CH:19]=3)[CH:11]=2)[C:6]([OH:20])=[C:5]([C:21]([NH:27][C@H:28]2[CH2:32][CH2:31][CH2:30][C@H:29]2[C:33]([OH:35])=[O:34])=[O:22])[N:4]=1)#[N:2]. The catalyst class is: 141. (3) Reactant: [Cl:1][C:2]1[CH:7]=[C:6]([Cl:8])[CH:5]=[CH:4][C:3]=1[N:9]1[C:13]2=[N:14][C:15]([CH3:22])=[CH:16][C:17]([NH:18][CH2:19][CH2:20]Cl)=[C:12]2[N:11]=[C:10]1[CH3:23].[CH:24]1([NH2:29])[CH2:28][CH2:27][CH2:26][CH2:25]1. Product: [Cl:1][C:2]1[CH:7]=[C:6]([Cl:8])[CH:5]=[CH:4][C:3]=1[N:9]1[C:13]2=[N:14][C:15]([CH3:22])=[CH:16][C:17]([NH:18][CH2:19][CH2:20][NH:29][CH:24]3[CH2:28][CH2:27][CH2:26][CH2:25]3)=[C:12]2[N:11]=[C:10]1[CH3:23]. The catalyst class is: 37.